Dataset: NCI-60 drug combinations with 297,098 pairs across 59 cell lines. Task: Regression. Given two drug SMILES strings and cell line genomic features, predict the synergy score measuring deviation from expected non-interaction effect. (1) Drug 1: C1C(C(OC1N2C=C(C(=O)NC2=O)F)CO)O. Drug 2: C1=CC=C(C=C1)NC(=O)CCCCCCC(=O)NO. Cell line: SK-MEL-28. Synergy scores: CSS=33.8, Synergy_ZIP=-9.42, Synergy_Bliss=-0.960, Synergy_Loewe=-2.76, Synergy_HSA=-2.69. (2) Drug 1: C1=NC(=NC(=O)N1C2C(C(C(O2)CO)O)O)N. Drug 2: C1CNP(=O)(OC1)N(CCCl)CCCl. Cell line: SNB-19. Synergy scores: CSS=11.9, Synergy_ZIP=1.62, Synergy_Bliss=5.31, Synergy_Loewe=-10.2, Synergy_HSA=2.57.